Dataset: NCI-60 drug combinations with 297,098 pairs across 59 cell lines. Task: Regression. Given two drug SMILES strings and cell line genomic features, predict the synergy score measuring deviation from expected non-interaction effect. Drug 1: C1C(C(OC1N2C=NC3=C(N=C(N=C32)Cl)N)CO)O. Drug 2: CN(C(=O)NC(C=O)C(C(C(CO)O)O)O)N=O. Cell line: SR. Synergy scores: CSS=67.1, Synergy_ZIP=-1.05, Synergy_Bliss=0.248, Synergy_Loewe=-25.4, Synergy_HSA=1.09.